This data is from Catalyst prediction with 721,799 reactions and 888 catalyst types from USPTO. The task is: Predict which catalyst facilitates the given reaction. (1) Reactant: [C:1]1([C:53]2[CH:58]=[CH:57][CH:56]=[CH:55][CH:54]=2)[CH:6]=[CH:5][C:4]([C@@:7]2([O:51][CH3:52])[CH2:24][N:23]3[C@H:9]([C:10](=[O:50])[NH:11][C@:12]4([C:47](O)=[O:48])[CH2:46][C@H:13]4[CH:14]=[CH:15][CH2:16][CH2:17][CH2:18][N:19]([S:34]([C:37]4[CH:42]=[CH:41][CH:40]=[CH:39][C:38]=4[N+:43]([O-:45])=[O:44])(=[O:36])=[O:35])[CH2:20][C@H:21]([NH:26][C:27]([O:29][C:30]([CH3:33])([CH3:32])[CH3:31])=[O:28])[C:22]3=[O:25])[CH2:8]2)=[CH:3][CH:2]=1.C1N=CN(C(N2C=NC=C2)=O)C=1.[CH:71]1([S:74]([NH2:77])(=[O:76])=[O:75])[CH2:73][CH2:72]1.C1CCN2C(=NCCC2)CC1.Cl. Product: [C:1]1([C:53]2[CH:54]=[CH:55][CH:56]=[CH:57][CH:58]=2)[CH:6]=[CH:5][C:4]([C@@:7]2([O:51][CH3:52])[CH2:24][N:23]3[C@H:9]([C:10](=[O:50])[NH:11][C@:12]4([C:47](=[O:48])[NH:77][S:74]([CH:71]5[CH2:73][CH2:72]5)(=[O:76])=[O:75])[CH2:46][C@H:13]4[CH:14]=[CH:15][CH2:16][CH2:17][CH2:18][N:19]([S:34]([C:37]4[CH:42]=[CH:41][CH:40]=[CH:39][C:38]=4[N+:43]([O-:45])=[O:44])(=[O:36])=[O:35])[CH2:20][C@H:21]([NH:26][C:27](=[O:28])[O:29][C:30]([CH3:33])([CH3:31])[CH3:32])[C:22]3=[O:25])[CH2:8]2)=[CH:3][CH:2]=1. The catalyst class is: 30. (2) Reactant: Cl.[CH2:2]([N:4]1[CH2:9][CH2:8][N:7]([C:10]2[C:19]3[C:14](=[CH:15][CH:16]=[CH:17][CH:18]=3)[CH:13]=[C:12]([C:20]3[CH:25]=[CH:24][C:23]([O:26][CH2:27][CH2:28][O:29]CC4C=CC=CC=4)=[CH:22][C:21]=3[O:37][CH3:38])[N:11]=2)[CH2:6][CH2:5]1)[CH3:3]. Product: [CH2:2]([N:4]1[CH2:9][CH2:8][N:7]([C:10]2[C:19]3[C:14](=[CH:15][CH:16]=[CH:17][CH:18]=3)[CH:13]=[C:12]([C:20]3[CH:25]=[CH:24][C:23]([O:26][CH2:27][CH2:28][OH:29])=[CH:22][C:21]=3[O:37][CH3:38])[N:11]=2)[CH2:6][CH2:5]1)[CH3:3]. The catalyst class is: 19. (3) Reactant: [Cl:1][C:2]1[CH:7]=[CH:6][C:5]([CH:8]([C:13]2[C:21]3[C:16](=[C:17]([CH2:23][S:24][CH3:25])[C:18]([F:22])=[CH:19][CH:20]=3)[NH:15][CH:14]=2)[CH2:9][CH2:10][C:11]#[N:12])=[CH:4][CH:3]=1.ClCCl.ClC1C=CC=C(C(OO)=[O:37])C=1. Product: [Cl:1][C:2]1[CH:3]=[CH:4][C:5]([CH:8]([C:13]2[C:21]3[C:16](=[C:17]([CH2:23][S:24]([CH3:25])=[O:37])[C:18]([F:22])=[CH:19][CH:20]=3)[NH:15][CH:14]=2)[CH2:9][CH2:10][C:11]#[N:12])=[CH:6][CH:7]=1. The catalyst class is: 5.